This data is from NCI-60 drug combinations with 297,098 pairs across 59 cell lines. The task is: Regression. Given two drug SMILES strings and cell line genomic features, predict the synergy score measuring deviation from expected non-interaction effect. Drug 1: CC1=C(C=C(C=C1)NC2=NC=CC(=N2)N(C)C3=CC4=NN(C(=C4C=C3)C)C)S(=O)(=O)N.Cl. Drug 2: C1=C(C(=O)NC(=O)N1)N(CCCl)CCCl. Cell line: SK-MEL-28. Synergy scores: CSS=-0.480, Synergy_ZIP=-1.57, Synergy_Bliss=-4.61, Synergy_Loewe=-11.9, Synergy_HSA=-7.26.